From a dataset of Reaction yield outcomes from USPTO patents with 853,638 reactions. Predict the reaction yield, written as a fraction of the theoretical maximum amount of product (1.0 means a 100% yield; for example, 0.34 means a 34% yield). (1) The reactants are [Br:1][C:2]1[CH:7]=[CH:6][C:5]([OH:8])=[CH:4][C:3]=1[F:9].C(=O)([O-])[O-].[K+].[K+].Cl[C:17]([F:27])([F:26])C(C1C=CC=CC=1)=O. The catalyst is C(#N)C.O. The product is [Br:1][C:2]1[CH:7]=[CH:6][C:5]([O:8][CH:17]([F:27])[F:26])=[CH:4][C:3]=1[F:9]. The yield is 0.780. (2) The yield is 0.860. The catalyst is C1COCC1.Cl[Pd]Cl.C1C=CC(P(C2C=CC=CC=2)[C-]2C=CC=C2)=CC=1.C1C=CC(P(C2C=CC=CC=2)[C-]2C=CC=C2)=CC=1.Cl[Pd]Cl.[Fe+2]. The reactants are [C:1]1([CH2:7][O:8][C:9]([NH:11][CH:12]=[CH2:13])=[O:10])[CH:6]=[CH:5][CH:4]=[CH:3][CH:2]=1.C12CCCC(CCC1)B12[H]B2(C3CCCC2CCC3)[H]1.Br[C:35]1[CH:42]=[CH:41][C:38]([C:39]#[N:40])=[C:37]([F:43])[CH:36]=1. The product is [C:39]([C:38]1[CH:41]=[CH:42][C:35]([CH2:13][CH2:12][NH:11][C:9]([O:8][CH2:7][C:1]2[CH:6]=[CH:5][CH:4]=[CH:3][CH:2]=2)=[O:10])=[CH:36][C:37]=1[F:43])#[N:40]. (3) The reactants are [N+:1]([O-:4])(O)=[O:2].[CH3:5][C:6]1([CH3:16])[O:10][B:9]([OH:11])[C:8]2[CH:12]=[CH:13][CH:14]=[CH:15][C:7]1=2. The product is [CH3:5][C:6]1([CH3:16])[O:10][B:9]([OH:11])[C:8]2[CH:12]=[C:13]([N+:1]([O-:4])=[O:2])[CH:14]=[CH:15][C:7]1=2. The catalyst is C(Cl)(Cl)(Cl)Cl. The yield is 0.680. (4) The yield is 0.510. The product is [NH:8]1[C:7]2[C:2](=[CH:3][N:4]=[CH:5][CH:6]=2)[CH:1]=[CH:12]1. The reactants are [CH3:1][C:2]1[CH:3]=[N+:4]([O-])[CH:5]=[CH:6][C:7]=1[N+:8]([O-])=O.[CH2:12](OC(OCC)N(C)C)C.[H][H]. The catalyst is CN(C=O)C.C(O)C.C(O)(=O)C.[Pd]. (5) The reactants are [Si:1](Cl)([C:4]([CH3:7])([CH3:6])[CH3:5])([CH3:3])[CH3:2].[Br:9][C:10]1[CH:15]=[CH:14][C:13]([CH2:16][OH:17])=[C:12]([O:18][CH3:19])[CH:11]=1.N1C=CN=C1. The catalyst is CN(C=O)C. The product is [Br:9][C:10]1[CH:15]=[CH:14][C:13]([CH2:16][O:17][Si:1]([C:4]([CH3:7])([CH3:6])[CH3:5])([CH3:3])[CH3:2])=[C:12]([O:18][CH3:19])[CH:11]=1. The yield is 0.980.